From a dataset of Reaction yield outcomes from USPTO patents with 853,638 reactions. Predict the reaction yield, written as a fraction of the theoretical maximum amount of product (1.0 means a 100% yield; for example, 0.34 means a 34% yield). (1) The reactants are [Br:1][C:2]1[CH:9]=[CH:8][C:5]([NH:6][CH3:7])=[C:4]([N+:10]([O-:12])=[O:11])[CH:3]=1.[C:13](Cl)(=[O:20])[C:14]1[CH:19]=[CH:18][CH:17]=[CH:16][CH:15]=1.C(OCC)(=O)C. The catalyst is N1C=CC=CC=1. The product is [Br:1][C:2]1[CH:9]=[CH:8][C:5]([N:6]([CH3:7])[C:13](=[O:20])[C:14]2[CH:19]=[CH:18][CH:17]=[CH:16][CH:15]=2)=[C:4]([N+:10]([O-:12])=[O:11])[CH:3]=1. The yield is 0.960. (2) The product is [C:1]([O:5][C:6](=[O:16])[NH:7][C:8]1[CH:13]=[CH:12][CH:11]=[C:10]([CH2:14][Cl:25])[N:9]=1)([CH3:4])([CH3:3])[CH3:2]. The catalyst is C(Cl)Cl. The reactants are [C:1]([O:5][C:6](=[O:16])[NH:7][C:8]1[CH:13]=[CH:12][CH:11]=[C:10]([CH2:14]O)[N:9]=1)([CH3:4])([CH3:3])[CH3:2].N1C=CC=CC=1.O=S(Cl)[Cl:25]. The yield is 0.500. (3) The reactants are [Br:1][C:2]1[N:6]([C:7]([CH3:10])([CH3:9])[CH3:8])[N:5]=[CH:4][C:3]=1[C:11](=[S:13])[NH2:12].Cl[CH2:15][C:16](=O)[CH2:17][C:18]([O:20][CH2:21][CH3:22])=[O:19]. The catalyst is C(O)C. The product is [Br:1][C:2]1[N:6]([C:7]([CH3:8])([CH3:9])[CH3:10])[N:5]=[CH:4][C:3]=1[C:11]1[S:13][CH:15]=[C:16]([CH2:17][C:18]([O:20][CH2:21][CH3:22])=[O:19])[N:12]=1. The yield is 0.640. (4) The reactants are [CH3:1][N:2]1[CH:6]=[C:5]([NH:7][C:8]([C:10]2[N:11]([CH3:18])[CH:12]=[C:13]([N+:15]([O-])=O)[CH:14]=2)=[O:9])[CH:4]=[C:3]1[C:19]([O:21][CH3:22])=[O:20].Cl.[H][H].[CH3:26][N:27]1[CH:31]=[C:30]([NH:32][C:33]([C:35]2[N:36]([CH3:43])[CH:37]=[C:38]([N+:40]([O-:42])=[O:41])[CH:39]=2)=[O:34])[CH:29]=[C:28]1[C:44]([OH:46])=O.C(Cl)CCl.CCN(C(C)C)C(C)C. The catalyst is [Pd].CC(N(C)C)=O. The product is [CH3:1][N:2]1[CH:6]=[C:5]([NH:7][C:8]([C:10]2[N:11]([CH3:18])[CH:12]=[C:13]([NH:15][C:44]([C:28]3[N:27]([CH3:26])[CH:31]=[C:30]([NH:32][C:33]([C:35]4[N:36]([CH3:43])[CH:37]=[C:38]([N+:40]([O-:42])=[O:41])[CH:39]=4)=[O:34])[CH:29]=3)=[O:46])[CH:14]=2)=[O:9])[CH:4]=[C:3]1[C:19]([O:21][CH3:22])=[O:20]. The yield is 0.760. (5) The reactants are Br[C:2]1[C:3]([N:20]2[CH2:25][CH2:24][CH2:23][C@@H:22]([NH:26]C(=O)OC(C)(C)C)[CH2:21]2)=[C:4]2[C:10]([NH:11][C:12](=[O:19])[C:13]3[CH:18]=[CH:17][CH:16]=[N:15][CH:14]=3)=[CH:9][NH:8][C:5]2=[N:6][CH:7]=1.[Li]C.C([Li])CCC.[Cl-:41].[NH4+]. The catalyst is O1CCOCC1. The product is [ClH:41].[NH2:26][C@@H:22]1[CH2:23][CH2:24][CH2:25][N:20]([C:3]2[CH:2]=[CH:7][N:6]=[C:5]3[NH:8][CH:9]=[C:10]([NH:11][C:12](=[O:19])[C:13]4[CH:18]=[CH:17][CH:16]=[N:15][CH:14]=4)[C:4]=23)[CH2:21]1. The yield is 0.170. (6) The reactants are [S:1]([Cl:5])(=O)(=[O:3])[OH:2].[O:6]1[C:10]2[CH:11]=[CH:12][CH:13]=[CH:14][C:9]=2[NH:8][C:7]1=[O:15]. The catalyst is O. The product is [O:15]=[C:7]1[NH:8][C:9]2[CH:14]=[CH:13][C:12]([S:1]([Cl:5])(=[O:3])=[O:2])=[CH:11][C:10]=2[O:6]1. The yield is 0.260. (7) The reactants are Cl[C:2]1[C:7]([N+:8]([O-:10])=[O:9])=[CH:6][CH:5]=[C:4]([O:11][CH3:12])[N:3]=1.[NH2:13][CH2:14][CH:15]([OH:18])[CH2:16][OH:17]. The catalyst is C(O)C. The product is [CH3:12][O:11][C:4]1[N:3]=[C:2]([NH:13][CH2:14][CH:15]([OH:18])[CH2:16][OH:17])[C:7]([N+:8]([O-:10])=[O:9])=[CH:6][CH:5]=1. The yield is 0.430. (8) The reactants are Cl[C:2]1[C:7]([Cl:8])=[CH:6][N:5]=[C:4]([C:9]2[N:13]3[CH:14]=[C:15]([F:18])[CH:16]=[CH:17][C:12]3=[N:11][CH:10]=2)[N:3]=1.[NH2:19][C@@H:20]1[CH2:25][CH2:24][CH2:23][N:22]([C:26]([O:28][C:29]([CH3:32])([CH3:31])[CH3:30])=[O:27])[CH2:21]1. The catalyst is C(O)C. The product is [Cl:8][C:7]1[C:2]([NH:19][C@@H:20]2[CH2:25][CH2:24][CH2:23][N:22]([C:26]([O:28][C:29]([CH3:32])([CH3:31])[CH3:30])=[O:27])[CH2:21]2)=[N:3][C:4]([C:9]2[N:13]3[CH:14]=[C:15]([F:18])[CH:16]=[CH:17][C:12]3=[N:11][CH:10]=2)=[N:5][CH:6]=1. The yield is 0.990. (9) The reactants are Cl.[F:2][C:3]1[C:4]([O:13][CH3:14])=[C:5]([C@@H:9]2[CH2:11][C@H:10]2[NH2:12])[CH:6]=[CH:7][CH:8]=1.[CH:15]([CH:17]1[CH2:22][CH2:21][N:20]([C:23]([O:25][C:26]([CH3:29])([CH3:28])[CH3:27])=[O:24])[CH2:19][CH2:18]1)=O.[BH-](OC(C)=O)(OC(C)=O)OC(C)=O.[Na+]. The catalyst is ClCCCl.CO.C(Cl)Cl. The product is [F:2][C:3]1[C:4]([O:13][CH3:14])=[C:5]([C@@H:9]2[CH2:11][C@H:10]2[NH:12][CH2:15][CH:17]2[CH2:22][CH2:21][N:20]([C:23]([O:25][C:26]([CH3:27])([CH3:29])[CH3:28])=[O:24])[CH2:19][CH2:18]2)[CH:6]=[CH:7][CH:8]=1. The yield is 0.250. (10) The reactants are [CH3:1][O:2][C:3]1[CH:8]=[CH:7][C:6]([C:9](=[O:17])[CH2:10][C:11]2[CH:16]=[CH:15][CH:14]=[CH:13][CH:12]=2)=[CH:5][CH:4]=1.Br[CH2:19][C:20]([O:22][CH2:23][CH3:24])=[O:21]. The catalyst is C1(C)C=CC=CC=1. The product is [CH2:23]([O:22][C:20](=[O:21])[CH2:19][CH:10]([C:11]1[CH:16]=[CH:15][CH:14]=[CH:13][CH:12]=1)[C:9]([C:6]1[CH:5]=[CH:4][C:3]([O:2][CH3:1])=[CH:8][CH:7]=1)=[O:17])[CH3:24]. The yield is 0.990.